From a dataset of Catalyst prediction with 721,799 reactions and 888 catalyst types from USPTO. Predict which catalyst facilitates the given reaction. (1) Reactant: [Br:1][C:2]1[N:3]=[C:4]([CH:12]2[CH2:17][CH2:16][NH:15][CH2:14][CH2:13]2)[N:5]2[CH:10]=[CH:9][N:8]=[C:7]([CH3:11])[C:6]=12.C(N(CC)CC)C.Cl[C:26]([O:28][CH3:29])=[O:27].O. Product: [Br:1][C:2]1[N:3]=[C:4]([CH:12]2[CH2:17][CH2:16][N:15]([C:26]([O:28][CH3:29])=[O:27])[CH2:14][CH2:13]2)[N:5]2[CH:10]=[CH:9][N:8]=[C:7]([CH3:11])[C:6]=12. The catalyst class is: 4. (2) Reactant: C([O:5][C:6]([CH:8]1[CH:12]([C:13]2[CH:18]=[C:17]([Cl:19])[CH:16]=[CH:15][C:14]=2[O:20][CH2:21][CH2:22][O:23][Si](C(C)(C)C)(C)C)[C:11]([C:33]2[CH:38]=[CH:37][C:36]([Cl:39])=[CH:35][C:34]=2[F:40])([C:31]#[N:32])[CH:10]([CH2:41][C:42]([CH3:45])([CH3:44])[CH3:43])[NH:9]1)=[O:7])(C)(C)C.[F:46][C:47]([F:52])([F:51])[C:48]([OH:50])=[O:49]. Product: [F:46][C:47]([F:52])([F:51])[C:48]([OH:50])=[O:49].[Cl:39][C:36]1[CH:37]=[CH:38][C:33]([C:11]2([C:31]#[N:32])[CH:10]([CH2:41][C:42]([CH3:43])([CH3:44])[CH3:45])[NH:9][CH:8]([C:6]([OH:7])=[O:5])[CH:12]2[C:13]2[CH:18]=[C:17]([Cl:19])[CH:16]=[CH:15][C:14]=2[O:20][CH2:21][CH2:22][OH:23])=[C:34]([F:40])[CH:35]=1. The catalyst class is: 4.